Regression. Given two drug SMILES strings and cell line genomic features, predict the synergy score measuring deviation from expected non-interaction effect. From a dataset of NCI-60 drug combinations with 297,098 pairs across 59 cell lines. (1) Drug 1: C1CCC(C(C1)N)N.C(=O)(C(=O)[O-])[O-].[Pt+4]. Drug 2: CC12CCC3C(C1CCC2OP(=O)(O)O)CCC4=C3C=CC(=C4)OC(=O)N(CCCl)CCCl.[Na+]. Cell line: DU-145. Synergy scores: CSS=25.3, Synergy_ZIP=-2.01, Synergy_Bliss=3.76, Synergy_Loewe=-14.1, Synergy_HSA=1.84. (2) Drug 2: C1=NC(=NC(=O)N1C2C(C(C(O2)CO)O)O)N. Synergy scores: CSS=28.7, Synergy_ZIP=-3.84, Synergy_Bliss=2.10, Synergy_Loewe=-5.45, Synergy_HSA=3.00. Cell line: K-562. Drug 1: C1CCC(C1)C(CC#N)N2C=C(C=N2)C3=C4C=CNC4=NC=N3. (3) Drug 1: C1CC(=O)NC(=O)C1N2CC3=C(C2=O)C=CC=C3N. Drug 2: CNC(=O)C1=NC=CC(=C1)OC2=CC=C(C=C2)NC(=O)NC3=CC(=C(C=C3)Cl)C(F)(F)F. Cell line: HCT116. Synergy scores: CSS=5.33, Synergy_ZIP=-0.0815, Synergy_Bliss=-3.09, Synergy_Loewe=-2.19, Synergy_HSA=-1.83. (4) Drug 1: CC1=C(C=C(C=C1)NC2=NC=CC(=N2)N(C)C3=CC4=NN(C(=C4C=C3)C)C)S(=O)(=O)N.Cl. Cell line: SF-295. Synergy scores: CSS=-3.81, Synergy_ZIP=-2.37, Synergy_Bliss=-8.22, Synergy_Loewe=-6.14, Synergy_HSA=-6.64. Drug 2: CN(C)C1=NC(=NC(=N1)N(C)C)N(C)C. (5) Drug 1: C1=CC(=CC=C1CC(C(=O)O)N)N(CCCl)CCCl.Cl. Drug 2: C1CC(C1)(C(=O)O)C(=O)O.[NH2-].[NH2-].[Pt+2]. Cell line: TK-10. Synergy scores: CSS=17.0, Synergy_ZIP=-3.52, Synergy_Bliss=1.46, Synergy_Loewe=-0.523, Synergy_HSA=-0.206.